The task is: Predict the product of the given reaction.. This data is from Forward reaction prediction with 1.9M reactions from USPTO patents (1976-2016). (1) Given the reactants [CH:1]1[C:6]([C:7]2[C:16](=[O:17])[C:15]3[C:14]([OH:18])=[CH:13][C:12]([OH:19])=[CH:11][C:10]=3[O:9][CH:8]=2)=[CH:5][CH:4]=[C:3]([OH:20])[CH:2]=1.[CH2:21]([OH:97])[C@H:22]1[O:27][C@@H:26]2[O:28][C@H:29]3[C@H:34]([OH:35])[C@@H:33]([OH:36])[C@@H:32]([O:37][C@H:38]4[C@H:43]([OH:44])[C@@H:42]([OH:45])[C@@H:41]([O:46][C@H:47]5[C@H:52]([OH:53])[C@@H:51]([OH:54])[C@@H:50]([O:55][C@H:56]6[C@H:61]([OH:62])[C@@H:60]([OH:63])[C@@H:59]([O:64][C@H:65]7[C@H:70]([OH:71])[C@@H:69]([OH:72])[C@@H:68]([O:73][C@H:74]8[C@H:80]([OH:81])[C@@H:79]([OH:82])[C@@H:77]([O:78][C@H:23]1[C@H:24]([OH:96])[C@H:25]2[OH:95])[O:76][C@@H:75]8[CH2:83][OH:84])[O:67][C@@H:66]7[CH2:85][OH:86])[O:58][C@@H:57]6[CH2:87][OH:88])[O:49][C@@H:48]5[CH2:89][OH:90])[O:40][C@@H:39]4[CH2:91][OH:92])[O:31][C@@H:30]3[CH2:93][OH:94].[CH2:98]([N:109]([CH2:114][C:115]([OH:117])=[O:116])[CH2:110][C:111]([OH:113])=[O:112])[CH2:99][N:100]([CH2:105][C:106]([OH:108])=[O:107])[CH2:101][C:102]([OH:104])=[O:103], predict the reaction product. The product is: [CH:5]1[C:6]([C:7]2[C:16](=[O:17])[C:15]3[C:14]([OH:18])=[CH:13][C:12]([OH:19])=[CH:11][C:10]=3[O:9][CH:8]=2)=[CH:1][CH:2]=[C:3]([OH:20])[CH:4]=1.[CH2:87]([OH:88])[C@H:57]1[O:58][C@@H:59]2[O:64][C@H:65]3[C@H:70]([OH:71])[C@@H:69]([OH:72])[C@@H:68]([O:73][C@H:74]4[C@H:80]([OH:81])[C@@H:79]([OH:82])[C@@H:77]([O:78][C@H:23]5[C@H:24]([OH:96])[C@@H:25]([OH:95])[C@@H:26]([O:28][C@H:29]6[C@H:34]([OH:35])[C@@H:33]([OH:36])[C@@H:32]([O:37][C@H:38]7[C@H:43]([OH:44])[C@@H:42]([OH:45])[C@@H:41]([O:46][C@H:47]8[C@H:52]([OH:53])[C@@H:51]([OH:54])[C@@H:50]([O:55][C@H:56]1[C@H:61]([OH:62])[C@H:60]2[OH:63])[O:49][C@@H:48]8[CH2:89][OH:90])[O:40][C@@H:39]7[CH2:91][OH:92])[O:31][C@@H:30]6[CH2:93][OH:94])[O:27][C@@H:22]5[CH2:21][OH:97])[O:76][C@@H:75]4[CH2:83][OH:84])[O:67][C@@H:66]3[CH2:85][OH:86].[CH2:99]([N:100]([CH2:105][C:106]([OH:108])=[O:107])[CH2:101][C:102]([OH:104])=[O:103])[CH2:98][N:109]([CH2:114][C:115]([OH:117])=[O:116])[CH2:110][C:111]([OH:113])=[O:112].[CH:5]1[C:6]([C:7]2[C:16](=[O:17])[C:15]3[C:14]([OH:18])=[CH:13][C:12]([OH:19])=[CH:11][C:10]=3[O:9][CH:8]=2)=[CH:1][CH:2]=[C:3]([OH:20])[CH:4]=1. (2) Given the reactants Cl[C:2]1[N:7]=[C:6]2[N:8]([CH:11]3[CH2:16][CH2:15][CH2:14][CH2:13][O:12]3)[N:9]=[CH:10][C:5]2=[CH:4][N:3]=1.[CH3:17][O:18][C:19]1[CH:20]=[C:21](B(O)O)[CH:22]=[C:23]([O:25][CH3:26])[CH:24]=1.ClCCl.P([O-])([O-])([O-])=O.[K+].[K+].[K+], predict the reaction product. The product is: [CH3:17][O:18][C:19]1[CH:20]=[C:21]([C:2]2[N:7]=[C:6]3[N:8]([CH:11]4[CH2:16][CH2:15][CH2:14][CH2:13][O:12]4)[N:9]=[CH:10][C:5]3=[CH:4][N:3]=2)[CH:22]=[C:23]([O:25][CH3:26])[CH:24]=1. (3) Given the reactants [Br:1][C:2]1[CH:6]=[C:5]([C:7]2([OH:18])[CH2:10][N:9]([C:11]([O:13][C:14]([CH3:17])([CH3:16])[CH3:15])=[O:12])[CH2:8]2)[N:4]([CH3:19])[N:3]=1.[H-].[Na+].I[CH3:23].O, predict the reaction product. The product is: [Br:1][C:2]1[CH:6]=[C:5]([C:7]2([O:18][CH3:23])[CH2:10][N:9]([C:11]([O:13][C:14]([CH3:15])([CH3:16])[CH3:17])=[O:12])[CH2:8]2)[N:4]([CH3:19])[N:3]=1. (4) Given the reactants [C:1]([OH:7])([C:3]([F:6])([F:5])[F:4])=[O:2].[C:8]([CH2:10][C:11]1([N:24]2[CH:28]=[C:27]([C:29]3[C:30]4[CH:37]=[CH:36][N:35](COCC[Si](C)(C)C)[C:31]=4[N:32]=[CH:33][N:34]=3)[CH:26]=[N:25]2)[CH2:14][N:13]([C:15]2[CH:23]=[CH:22][C:18]([C:19]([OH:21])=O)=[CH:17][CH:16]=2)[CH2:12]1)#[N:9].[CH3:46][C@@H:47]([NH2:50])[CH2:48][CH3:49], predict the reaction product. The product is: [F:4][C:3]([F:6])([F:5])[C:1]([OH:7])=[O:2].[F:4][C:3]([F:6])([F:5])[C:1]([OH:7])=[O:2].[C:8]([CH2:10][C:11]1([N:24]2[CH:28]=[C:27]([C:29]3[C:30]4[CH:37]=[CH:36][NH:35][C:31]=4[N:32]=[CH:33][N:34]=3)[CH:26]=[N:25]2)[CH2:12][N:13]([C:15]2[CH:23]=[CH:22][C:18]([C:19]([NH:50][C@H:47]([CH3:46])[CH2:48][CH3:49])=[O:21])=[CH:17][CH:16]=2)[CH2:14]1)#[N:9]. (5) Given the reactants Br[C:2]1[CH:3]=[C:4]([NH:8][CH2:9][C:10]2[CH:15]=[CH:14][CH:13]=[C:12]([F:16])[CH:11]=2)[CH:5]=[N:6][CH:7]=1.[F:17][C:18]1[CH:23]=[C:22](B(O)O)[CH:21]=[CH:20][N:19]=1.C(Cl)Cl.C(=O)([O-])[O-].[Na+].[Na+], predict the reaction product. The product is: [F:17][C:18]1[CH:23]=[C:22]([C:2]2[CH:7]=[N:6][CH:5]=[C:4]([NH:8][CH2:9][C:10]3[CH:15]=[CH:14][CH:13]=[C:12]([F:16])[CH:11]=3)[CH:3]=2)[CH:21]=[CH:20][N:19]=1.